Dataset: Catalyst prediction with 721,799 reactions and 888 catalyst types from USPTO. Task: Predict which catalyst facilitates the given reaction. (1) Reactant: [CH2:1]([N:8]1[CH2:12][CH2:11][C@H:10]([OH:13])[CH2:9]1)[C:2]1[CH:7]=[CH:6][CH:5]=[CH:4][CH:3]=1.N12CCN(CC1)CC2.[C:22]1([CH3:32])[CH:27]=[CH:26][C:25]([S:28](Cl)(=[O:30])=[O:29])=[CH:24][CH:23]=1. Product: [CH2:1]([N:8]1[CH2:12][CH2:11][C@H:10]([O:13][S:28]([C:25]2[CH:26]=[CH:27][C:22]([CH3:32])=[CH:23][CH:24]=2)(=[O:30])=[O:29])[CH2:9]1)[C:2]1[CH:3]=[CH:4][CH:5]=[CH:6][CH:7]=1. The catalyst class is: 237. (2) The catalyst class is: 2. Reactant: [C:1]([NH:8][CH2:9][CH2:10][C:11]([OH:13])=O)([O:3][C:4]([CH3:7])([CH3:6])[CH3:5])=[O:2].CCN(C(C)C)C(C)C.C1C=CC2N(O)N=NC=2C=1.[CH3:33][NH:34][CH2:35][CH2:36][C:37]1([OH:51])[CH2:42][CH:41]2[CH2:43][CH2:44][CH:38]1[CH:39]=[C:40]2[C:45]1[CH:50]=[CH:49][CH:48]=[CH:47][CH:46]=1.CCN=C=NCCCN(C)C. Product: [C:4]([O:3][C:1](=[O:2])[NH:8][CH2:9][CH2:10][C:11](=[O:13])[N:34]([CH2:35][CH2:36][C@:37]1([OH:51])[CH2:42][C@H:41]2[CH2:43][CH2:44][C@@H:38]1[CH:39]=[C:40]2[C:45]1[CH:46]=[CH:47][CH:48]=[CH:49][CH:50]=1)[CH3:33])([CH3:5])([CH3:6])[CH3:7]. (3) Reactant: [Br:1][C:2]1[C:3]([Cl:20])=[C:4]([CH:16]=[CH:17][C:18]=1I)[O:5][Si:6]([CH:13]([CH3:15])[CH3:14])([CH:10]([CH3:12])[CH3:11])[CH:7]([CH3:9])[CH3:8].C([Mg]Cl)C.C(O[B:29]1[O:33][C:32]([CH3:35])([CH3:34])[C:31]([CH3:37])([CH3:36])[O:30]1)(C)C. Product: [Br:1][C:2]1[C:3]([Cl:20])=[C:4]([CH:16]=[CH:17][C:18]=1[B:29]1[O:33][C:32]([CH3:35])([CH3:34])[C:31]([CH3:37])([CH3:36])[O:30]1)[O:5][Si:6]([CH:13]([CH3:15])[CH3:14])([CH:10]([CH3:12])[CH3:11])[CH:7]([CH3:9])[CH3:8]. The catalyst class is: 1. (4) Reactant: [CH:1]([NH2:4])([CH3:3])[CH3:2].[Cl:5][C:6]1[C:7]([N:12]2[C:16]([C:17]3[O:22][C:21](=[O:23])[C:20]4[CH:24]=[C:25]([N+:29]([O-:31])=[O:30])[CH:26]=[C:27]([CH3:28])[C:19]=4[N:18]=3)=[CH:15][C:14]([C:32]([F:35])([F:34])[F:33])=[N:13]2)=[N:8][CH:9]=[CH:10][CH:11]=1. Product: [Cl:5][C:6]1[C:7]([N:12]2[C:16]([C:17]([NH:18][C:19]3[C:20]([C:21]([NH:4][CH:1]([CH3:3])[CH3:2])=[O:23])=[CH:24][C:25]([N+:29]([O-:31])=[O:30])=[CH:26][C:27]=3[CH3:28])=[O:22])=[CH:15][C:14]([C:32]([F:35])([F:34])[F:33])=[N:13]2)=[N:8][CH:9]=[CH:10][CH:11]=1. The catalyst class is: 12. (5) Reactant: [C:1](Cl)(=O)C.[NH2:5][C@H:6]([C:11]([OH:13])=[O:12])[CH2:7][CH2:8][S:9][CH3:10]. Product: [CH3:1][O:12][C:11](=[O:13])[C@@H:6]([NH2:5])[CH2:7][CH2:8][S:9][CH3:10]. The catalyst class is: 5.